From a dataset of Reaction yield outcomes from USPTO patents with 853,638 reactions. Predict the reaction yield, written as a fraction of the theoretical maximum amount of product (1.0 means a 100% yield; for example, 0.34 means a 34% yield). (1) No catalyst specified. The yield is 0.740. The reactants are CN(C=O)C.[C:6]([N:10]1[C:14]2=[N:15][CH:16]=[N:17][C:18](O)=[C:13]2[C:12]([C:20]([F:23])([F:22])[F:21])=[N:11]1)([CH3:9])([CH3:8])[CH3:7].S(Cl)([Cl:26])=O. The product is [C:6]([N:10]1[C:14]2=[N:15][CH:16]=[N:17][C:18]([Cl:26])=[C:13]2[C:12]([C:20]([F:23])([F:22])[F:21])=[N:11]1)([CH3:9])([CH3:8])[CH3:7]. (2) The reactants are [F:1][C:2]1[CH:15]=[CH:14][C:5]([O:6][C:7]2[CH:13]=[CH:12][CH:11]=[CH:10][C:8]=2[NH2:9])=[C:4]([O:16][CH3:17])[CH:3]=1.Cl[C:19]([C:21]1[CH:30]=[CH:29][C:24]([C:25]([O:27][CH3:28])=[O:26])=[CH:23][CH:22]=1)=[O:20].N1C=CC=CC=1. The catalyst is C1C=CC=CC=1.CN(C1C=CN=CC=1)C. The product is [F:1][C:2]1[CH:15]=[CH:14][C:5]([O:6][C:7]2[CH:13]=[CH:12][CH:11]=[CH:10][C:8]=2[NH:9][C:19]([C:21]2[CH:30]=[CH:29][C:24]([C:25]([O:27][CH3:28])=[O:26])=[CH:23][CH:22]=2)=[O:20])=[C:4]([O:16][CH3:17])[CH:3]=1. The yield is 0.940. (3) The reactants are C(OC(=O)[N:7]([C:19]1[CH:24]=[CH:23][C:22]([CH:25](O)[C:26]2[C:34]3[C:29](=[N:30][CH:31]=[C:32]([O:35][Si:36]([CH:43]([CH3:45])[CH3:44])([CH:40]([CH3:42])[CH3:41])[CH:37]([CH3:39])[CH3:38])[CH:33]=3)[NH:28][CH:27]=2)=[CH:21][N:20]=1)[CH2:8][C:9]1[CH:14]=[CH:13][C:12]([C:15]([F:18])([F:17])[F:16])=[CH:11][CH:10]=1)(C)(C)C.FC(F)(F)C(O)=O.C([SiH](CC)CC)C. The catalyst is C(#N)C. The product is [F:17][C:15]([F:16])([F:18])[C:12]1[CH:13]=[CH:14][C:9]([CH2:8][NH:7][C:19]2[CH:24]=[CH:23][C:22]([CH2:25][C:26]3[C:34]4[C:29](=[N:30][CH:31]=[C:32]([O:35][Si:36]([CH:40]([CH3:42])[CH3:41])([CH:37]([CH3:38])[CH3:39])[CH:43]([CH3:44])[CH3:45])[CH:33]=4)[NH:28][CH:27]=3)=[CH:21][N:20]=2)=[CH:10][CH:11]=1. The yield is 0.970. (4) The reactants are [Cl:1][C:2]1[CH:3]=[C:4]([CH:8]([OH:16])[C:9]2[CH:10]=[C:11]([CH:14]=[O:15])[O:12][CH:13]=2)[CH:5]=[CH:6][CH:7]=1.N1C=CN=C1.[CH3:22][C:23]([Si:26](Cl)([CH3:28])[CH3:27])([CH3:25])[CH3:24].C([O-])(O)=O.[Na+]. The catalyst is CN(C=O)C. The product is [Si:26]([O:16][CH:8]([C:4]1[CH:5]=[CH:6][CH:7]=[C:2]([Cl:1])[CH:3]=1)[C:9]1[CH:10]=[C:11]([CH:14]=[O:15])[O:12][CH:13]=1)([C:23]([CH3:25])([CH3:24])[CH3:22])([CH3:28])[CH3:27]. The yield is 0.590.